Binary Classification. Given a miRNA mature sequence and a target amino acid sequence, predict their likelihood of interaction. From a dataset of Experimentally validated miRNA-target interactions with 360,000+ pairs, plus equal number of negative samples. (1) The protein sequence of the target gene is MARSLLLPLQILLLSLALETAGEEAQGDKIIDGAPCARGSHPWQVALLSGNQLHCGGVLVNERWVLTAAHCKMNEYTVHLGSDTLGDRRAQRIKASKSFRHPGYSTQTHVNDLMLVKLNSQARLSSMVKKVRLPSRCEPPGTTCTVSGWGTTTSPDVTFPSDLMCVDVKLISPQDCTKVYKDLLENSMLCAGIPDSKKNACNGDSGGPLVCRGTLQGLVSWGTFPCGQPNDPGVYTQVCKFTKWINDTMKKHR. Result: 0 (no interaction). The miRNA is mmu-miR-219a-5p with sequence UGAUUGUCCAAACGCAAUUCU. (2) The miRNA is rno-miR-351-3p with sequence GGUCAAGAGGCGCCUGGGAAC. The protein sequence of the target gene is MSQVMSSPLLAGGHAVSLAPCDEPRRTLHPAPSPSLPPQCSYYTTEGWGAQALMAPVPCMGPPGRLQQAPQVEAKATCFLPSPGEKALGTPEDLDSYIDFSLESLNQMILELDPTFQLLPPGTGGSQAELAQSTMSMRKKEESEALDIKYIEVTSARSRCHDGPQHCSSPSVTPPFGSLRSGGLLLSRDVPRETRSSSESLIFSGNQGRGHQRPLPPSEGLSPRPPNSPSISIPCMGSKASSPHGLGSPLVASPRLEKRLGGLAPQRGSRISVLSASPVSDVSYMFGSSQSLLHSSNSSH.... Result: 0 (no interaction). (3) The miRNA is hsa-miR-1247-5p with sequence ACCCGUCCCGUUCGUCCCCGGA. The protein sequence of the target gene is MSPCPEEAAMRREVVKRIETVVKDLWPTADVQIFGSFSTGLYLPTSDIDLVVFGKWERPPLQLLEQALRKHNVAEPCSIKVLDKATVPIIKLTDQETEVKVDISFNMETGVRAAEFIKNYMKKYSLLPYLILVLKQFLLQRDLNEVFTGGISSYSLILMAISFLQLHPRIDARRADENLGMLLVEFFELYGRNFNYLKTGIRIKEGGAYIAKEEIMKAMTSGYRPSMLCIEDPLLPGNDVGRSSYGAMQVKQVFDYAYIVLSHAVSPLARSYPNRDSESTLGRIIKVTQEVIDYRRWIKE.... Result: 0 (no interaction). (4) The miRNA is hsa-miR-4788 with sequence UUACGGACCAGCUAAGGGAGGC. The protein sequence of the target gene is MDSTIPVLGTELTPINGREETPCYKQTLSFTGLTCIVSLVALTGNAVVLWLLGCRMRRNAVSIYILNLVAADFLFLSGHIICSPLRLINIRHPISKILSPVMTFPYFIGLSMLSAISTERCLSILWPIWYHCRRPRYLSSVMCVLLWALSLLRSILEWMFCDFLFSGANSVWCETSDFITIAWLVFLCVVLCGSSLVLLVRILCGSRKMPLTRLYVTILLTVLVFLLCGLPFGIQWALFSRIHLDWKVLFCHVHLVSIFLSALNSSANPIIYFFVGSFRQRQNRQNLKLVLQRALQDTPE.... Result: 0 (no interaction). (5) Result: 0 (no interaction). The protein sequence of the target gene is MGDPERPEAARPEKGEQLCSETEENVVRSNEEPLLRKSSRRFVIFPIQYPDIWRMYKQAQASFWTAEEVDLSKDLPHWNKLKSDEKYFISHILAFFAASDGIVNENLVERFSQEVQVPEARCFYGFQILIENVHSEMYSLLIDTYIRDPKKREFLFNAIETMPYVKKKADWALRWIADRKSTFGERVVAFAAVEGIFFSGSFAAIFWLKKRGLMPGLTFSNELISRDEGLHCDFACLMFQYLVNKPSEDRVREIIADAVQIEQEFLTEALPVGLIGMNCVLMKQYIEFVADRLLGELGFS.... The miRNA is hsa-miR-3940-5p with sequence GUGGGUUGGGGCGGGCUCUG. (6) The miRNA is hsa-miR-548ag with sequence AAAGGUAAUUGUGGUUUCUGC. The protein sequence of the target gene is MEALGSGHYVGGSIRSMAAAALSGLAVRLSRPQGTRGSYGAFCKTLTRTLLTFFDLAWRLRKNFFYFYILASVILNVHLQVYI. Result: 0 (no interaction). (7) The miRNA is mmu-miR-5104 with sequence CUGUGCUAGUGAGGUGGCUCAGCA. The protein sequence of the target gene is MSLDMKEHPDAEVQKNQVLTLEDWKEKWVTRHISFHQEQGHQLLKKHLDTFLKGQSGLRVFFPLCGKAIEMKWFADRGHTVVGVEISEIGIREFFAEQNLSYTEEPLAEIAGAKVFKSSSGSISLYCCSIFDLPRANIGKFDRIWDRGALVAINPGDHDRYADIILSLLRKEFQYLVAVLSYDPTKHAGPPFYVPSAELKRLFGTKCSMQCLEEVDALEERHKAWGLDYLFEKLYLLTEK. Result: 0 (no interaction). (8) Result: 1 (interaction). The miRNA is hsa-miR-548j-3p with sequence CAAAAACUGCAUUACUUUUGC. The protein sequence of the target gene is MVRKLKFHEQKLLKQVDFLNWEVTDHNLHELRVLRRYRLQRREDYTRYNQLSRAVRELARRLRDLPERDQFRVRASAALLDKLYALGLVPTRGSLELCDFVTASSFCRRRLPTVLLKLRMAQHLQAAVAFVEQGHVRVGPDVVTDPAFLVTRSMEDFVTWVDSSKIKRHVLEYNEERDDFDLEA. (9) The miRNA is hsa-miR-4451 with sequence UGGUAGAGCUGAGGACA. The protein sequence of the target gene is MGEVEAPGRLWLESPPGGAPPIFLPSDGQALVLGRGPLTQVTDRKCSRTQVELVADPETRTVAVKQLGVNPSTTGTQELKPGLEGSLGVGDTLYLVNGLHPLTLRWEETRTPESQPDTPPGTPLVSQDEKRDAELPKKRMRKSNPGWENLEKLLVFTAAGVKPQGKVAGFDLDGTLITTRSGKVFPTGPSDWRILYPEIPRKLRELEAEGYKLVIFTNQMSIGRGKLPAEEFKAKVEAVVEKLGVPFQVLVATHAGLYRKPVTGMWDHLQEQANDGTPISIGDSIFVGDAAGRPANWAPG.... Result: 0 (no interaction).